Task: Predict which catalyst facilitates the given reaction.. Dataset: Catalyst prediction with 721,799 reactions and 888 catalyst types from USPTO Reactant: [NH2:1][C:2]1[CH:3]=[N:4][C:5]([NH:8][C:9]2[CH:24]=[CH:23][C:12]([C:13]([NH:15][CH2:16][CH2:17][N:18]3[CH2:22][CH2:21][CH2:20][CH2:19]3)=[O:14])=[CH:11][CH:10]=2)=[N:6][CH:7]=1.[Cl:25][C:26]1[CH:34]=[CH:33][C:32]([O:35]C)=[CH:31][C:27]=1[C:28](O)=[O:29].CCN(C(C)C)C(C)C.CN(C(ON1N=NC2C=CC=NC1=2)=[N+](C)C)C.F[P-](F)(F)(F)(F)F. Product: [Cl:25][C:26]1[CH:34]=[CH:33][C:32]([OH:35])=[CH:31][C:27]=1[C:28]([NH:1][C:2]1[CH:3]=[N:4][C:5]([NH:8][C:9]2[CH:10]=[CH:11][C:12]([C:13](=[O:14])[NH:15][CH2:16][CH2:17][N:18]3[CH2:19][CH2:20][CH2:21][CH2:22]3)=[CH:23][CH:24]=2)=[N:6][CH:7]=1)=[O:29]. The catalyst class is: 3.